From a dataset of Full USPTO retrosynthesis dataset with 1.9M reactions from patents (1976-2016). Predict the reactants needed to synthesize the given product. (1) The reactants are: [O:1]=[C:2]([CH3:9])[CH2:3][C:4]([O:6][CH2:7][CH3:8])=[O:5].[H-].[Na+].Br[CH2:13][C:14]1[CH:19]=[CH:18][C:17]([F:20])=[C:16]([O:21][C:22]([F:25])([F:24])[F:23])[CH:15]=1. Given the product [F:20][C:17]1[CH:18]=[CH:19][C:14]([CH2:13][CH:3]([C:2](=[O:1])[CH3:9])[C:4]([O:6][CH2:7][CH3:8])=[O:5])=[CH:15][C:16]=1[O:21][C:22]([F:23])([F:25])[F:24], predict the reactants needed to synthesize it. (2) Given the product [CH3:21][C:18]1([C:10]2[N:9]([C:6]3[CH:7]=[CH:8][C:3]([OH:2])=[CH:4][CH:5]=3)[C:13]3[CH:14]=[CH:15][CH:16]=[CH:17][C:12]=3[N:11]=2)[CH2:20][CH2:19]1, predict the reactants needed to synthesize it. The reactants are: C[O:2][C:3]1[CH:8]=[CH:7][C:6]([N:9]2[C:13]3[CH:14]=[CH:15][CH:16]=[CH:17][C:12]=3[N:11]=[C:10]2[C:18]2([CH3:21])[CH2:20][CH2:19]2)=[CH:5][CH:4]=1.B(Br)(Br)Br. (3) Given the product [CH3:12][Si:4]([O:5][Si:6]([CH3:7])([CH3:9])[CH3:8])([O:17][C:15](=[O:18])[CH3:16])[O:3][Si:2]([CH3:13])([CH3:1])[CH3:14], predict the reactants needed to synthesize it. The reactants are: [CH3:1][Si:2]([CH3:14])([CH3:13])[O:3][Si:4]([CH3:12])(OC)[O:5][Si:6]([CH3:9])([CH3:8])[CH3:7].[C:15]([OH:18])(=[O:17])[CH3:16].CN(C)C=O. (4) Given the product [Cl:18][C:14]1[CH:13]=[C:12]([S:9]([NH:8][CH2:7][C:5]2[S:6][C:2]([C:27]3[CH:26]=[CH:25][CH:24]=[C:23]([S:20]([CH3:19])(=[O:22])=[O:21])[CH:28]=3)=[CH:3][CH:4]=2)(=[O:11])=[O:10])[CH:17]=[CH:16][CH:15]=1, predict the reactants needed to synthesize it. The reactants are: Br[C:2]1[S:6][C:5]([CH2:7][NH:8][S:9]([C:12]2[CH:17]=[CH:16][CH:15]=[C:14]([Cl:18])[CH:13]=2)(=[O:11])=[O:10])=[CH:4][CH:3]=1.[CH3:19][S:20]([C:23]1[CH:24]=[C:25](B(O)O)[CH:26]=[CH:27][CH:28]=1)(=[O:22])=[O:21].C([O-])([O-])=O.[Na+].[Na+].